Dataset: Reaction yield outcomes from USPTO patents with 853,638 reactions. Task: Predict the reaction yield, written as a fraction of the theoretical maximum amount of product (1.0 means a 100% yield; for example, 0.34 means a 34% yield). (1) The reactants are [OH:1]/[N:2]=[C:3](/[C@@H:5]1[C@:21]2([CH3:22])[C@H:8]([C@H:9]3[C@H:18]([CH2:19][CH2:20]2)[C@:17]2([CH3:23])[C:12](=[CH:13][C:14](=[O:24])[CH2:15][CH2:16]2)[CH2:11][CH2:10]3)[CH2:7][CH2:6]1)\[CH3:4].[Br:25][CH2:26][CH2:27]Br.[OH-].[Na+]. The catalyst is [Br-].C([N+](CCCC)(CCCC)CCCC)CCC.ClCCl. The product is [Br:25][CH2:26][CH2:27][O:1]/[N:2]=[C:3](/[C@@H:5]1[C@:21]2([CH3:22])[C@H:8]([C@H:9]3[C@H:18]([CH2:19][CH2:20]2)[C@:17]2([CH3:23])[C:12](=[CH:13][C:14](=[O:24])[CH2:15][CH2:16]2)[CH2:11][CH2:10]3)[CH2:7][CH2:6]1)\[CH3:4]. The yield is 0.510. (2) The reactants are [CH2:1]([N:8]([CH2:16][C:17]1[CH:22]=[CH:21][CH:20]=[CH:19][CH:18]=1)[CH2:9][CH2:10][C:11]([O:13]CC)=O)[C:2]1[CH:7]=[CH:6][CH:5]=[CH:4][CH:3]=1.[CH2:23]([Mg]Br)[CH3:24].[NH4+].[Cl-]. The catalyst is C(OCC)C.CC(C)[O-].[Ti+4].CC(C)[O-].CC(C)[O-].CC(C)[O-]. The product is [CH2:16]([N:8]([CH2:1][C:2]1[CH:3]=[CH:4][CH:5]=[CH:6][CH:7]=1)[CH2:9][CH2:10][C:11]1([OH:13])[CH2:24][CH2:23]1)[C:17]1[CH:18]=[CH:19][CH:20]=[CH:21][CH:22]=1. The yield is 0.880. (3) The reactants are CS(C)=O.[F:5][C:6]1[CH:7]=[CH:8][C:9]([O:12][CH2:13][C:14]2[CH:19]=[CH:18][C:17](/[CH:20]=[CH:21]/[N+:22]([O-:24])=[O:23])=[CH:16][CH:15]=2)=[N:10][CH:11]=1.[BH4-].[Na+]. The catalyst is C(O)(=O)C. The product is [F:5][C:6]1[CH:7]=[CH:8][C:9]([O:12][CH2:13][C:14]2[CH:19]=[CH:18][C:17]([CH2:20][CH2:21][N+:22]([O-:24])=[O:23])=[CH:16][CH:15]=2)=[N:10][CH:11]=1. The yield is 0.560. (4) The reactants are [C:1]1([C@@H:7]2[CH2:9][C@H:8]2[NH:10][CH2:11][C@H:12]2[CH2:17][CH2:16][C@H:15]([NH:18]C(=O)OC(C)(C)C)[CH2:14][CH2:13]2)[CH:6]=[CH:5][CH:4]=[CH:3][CH:2]=1.C(N(CC)CC)C.[F:33][C:34]([F:45])([F:44])[C:35](O[C:35](=[O:36])[C:34]([F:45])([F:44])[F:33])=[O:36].ClCCl. The catalyst is C(Cl)(Cl)Cl. The product is [NH2:18][C@H:15]1[CH2:14][CH2:13][C@H:12]([CH2:11][N:10]([C@@H:8]2[CH2:9][C@H:7]2[C:1]2[CH:2]=[CH:3][CH:4]=[CH:5][CH:6]=2)[C:35](=[O:36])[C:34]([F:45])([F:44])[F:33])[CH2:17][CH2:16]1. The yield is 0.780. (5) The reactants are [CH3:1][O:2][C:3]1[C:12]([NH:13][C:14](=[O:18])OCC)=[N:11][C:10]2[C:5](=[CH:6][C:7]([CH3:20])=[C:8]([CH3:19])[CH:9]=2)[N:4]=1.[Br:21][C:22]1[CH:23]=[C:24]([N:28]2[CH2:33][CH2:32][NH:31][CH2:30][CH2:29]2)[CH:25]=[CH:26][CH:27]=1. No catalyst specified. The product is [CH3:1][O:2][C:3]1[C:12]([NH:13][C:14]([N:31]2[CH2:30][CH2:29][N:28]([C:24]3[CH:25]=[CH:26][CH:27]=[C:22]([Br:21])[CH:23]=3)[CH2:33][CH2:32]2)=[O:18])=[N:11][C:10]2[C:5](=[CH:6][C:7]([CH3:20])=[C:8]([CH3:19])[CH:9]=2)[N:4]=1. The yield is 0.690.